From a dataset of Full USPTO retrosynthesis dataset with 1.9M reactions from patents (1976-2016). Predict the reactants needed to synthesize the given product. (1) Given the product [Br:25][C:6]1[C:2]([CH3:1])=[N:3][O:4][C:5]=1[NH:7][S:8]([C:11]1[S:12][C:13]([C:16]2[CH:21]=[CH:20][CH:19]=[C:18]([N+:22]([O-:24])=[O:23])[CH:17]=2)=[CH:14][CH:15]=1)(=[O:9])=[O:10], predict the reactants needed to synthesize it. The reactants are: [CH3:1][C:2]1[CH:6]=[C:5]([NH:7][S:8]([C:11]2[S:12][C:13]([C:16]3[CH:21]=[CH:20][CH:19]=[C:18]([N+:22]([O-:24])=[O:23])[CH:17]=3)=[CH:14][CH:15]=2)(=[O:10])=[O:9])[O:4][N:3]=1.[Br:25]NC(=O)CCC(N)=O. (2) Given the product [Br:13][C:14]1[CH:15]=[C:16]2[C:24](=[CH:25][CH:26]=1)[NH:23][C:22]1[CH:21]([NH:27][S:9]([C:3]3[C:2]([F:1])=[CH:7][CH:6]=[CH:5][C:4]=3[F:8])(=[O:11])=[O:10])[CH2:20][CH2:19][CH2:18][C:17]2=1, predict the reactants needed to synthesize it. The reactants are: [F:1][C:2]1[CH:7]=[CH:6][CH:5]=[C:4]([F:8])[C:3]=1[S:9](Cl)(=[O:11])=[O:10].[Br:13][C:14]1[CH:15]=[C:16]2[C:24](=[CH:25][CH:26]=1)[NH:23][C:22]1[CH:21]([NH2:27])[CH2:20][CH2:19][CH2:18][C:17]2=1.